From a dataset of Reaction yield outcomes from USPTO patents with 853,638 reactions. Predict the reaction yield, written as a fraction of the theoretical maximum amount of product (1.0 means a 100% yield; for example, 0.34 means a 34% yield). (1) The reactants are [NH:1]1[CH2:4][CH:3]([NH:5][C:6]2[CH:11]=[C:10]([F:12])[C:9]([C@@H:13]3[C:18]4[NH:19][C:20]5[C:25]([C:17]=4[CH2:16][C@@H:15]([CH3:26])[N:14]3[CH2:27][C:28]([F:32])([F:31])[CH2:29][OH:30])=[CH:24][CH:23]=[CH:22][CH:21]=5)=[C:8]([F:33])[CH:7]=2)[CH2:2]1.CCN(C(C)C)C(C)C.[F:43][CH2:44][CH2:45][CH2:46]I. The catalyst is CN(C=O)C.CCOC(C)=O. The product is [F:12][C:10]1[CH:11]=[C:6]([NH:5][CH:3]2[CH2:4][N:1]([CH2:46][CH2:45][CH2:44][F:43])[CH2:2]2)[CH:7]=[C:8]([F:33])[C:9]=1[C@@H:13]1[C:18]2[NH:19][C:20]3[C:25]([C:17]=2[CH2:16][C@@H:15]([CH3:26])[N:14]1[CH2:27][C:28]([F:31])([F:32])[CH2:29][OH:30])=[CH:24][CH:23]=[CH:22][CH:21]=3. The yield is 0.850. (2) The reactants are Br[C:2]1[C:7]([CH3:8])=[CH:6][C:5]([Cl:9])=[CH:4][N:3]=1.C[C:11]([N:13](C)C)=O. The yield is 0.760. The catalyst is O.[C-]#N.[Zn+2].[C-]#N.C1C=CC(/C=C/C(/C=C/C2C=CC=CC=2)=O)=CC=1.C1C=CC(/C=C/C(/C=C/C2C=CC=CC=2)=O)=CC=1.C1C=CC(/C=C/C(/C=C/C2C=CC=CC=2)=O)=CC=1.[Pd].[Pd].C1(P(C2C=CC=CC=2)[C-]2C=CC=C2)C=CC=CC=1.[C-]1(P(C2C=CC=CC=2)C2C=CC=CC=2)C=CC=C1.[Fe+2]. The product is [Cl:9][C:5]1[CH:6]=[C:7]([CH3:8])[C:2]([C:11]#[N:13])=[N:3][CH:4]=1. (3) The reactants are [C:1]1([OH:11])[C:10]2[C:5](=[CH:6][CH:7]=[CH:8][CH:9]=2)[CH:4]=[CH:3][CH:2]=1.[C:12]([N:15]1[CH2:20][CH2:19][C:18](=O)[CH2:17][CH2:16]1)(=[O:14])[CH3:13].B(F)(F)F.CCOCC.Cl. The catalyst is CC#N. The product is [OH:11][C:1]1[C:10]2[C:5](=[CH:6][CH:7]=[CH:8][CH:9]=2)[CH:4]=[CH:3][C:2]=1[C:18]1[CH2:19][CH2:20][N:15]([C:12](=[O:14])[CH3:13])[CH2:16][CH:17]=1. The yield is 0.540. (4) The reactants are C(N(CC)CC)C.[OH:8][C:9]1[CH:16]=[CH:15][CH:14]=[CH:13][C:10]=1[CH:11]=O.Cl.[NH2:18][OH:19]. The catalyst is C(O)C. The product is [OH:8][C:9]1[CH:16]=[CH:15][CH:14]=[CH:13][C:10]=1/[CH:11]=[N:18]/[OH:19]. The yield is 0.430. (5) The reactants are [Cl:1][C:2]1[CH:7]=[C:6](Cl)[N:5]=[CH:4][N:3]=1.[CH2:9]([O:16][C:17]1[CH:22]=[CH:21][CH:20]=[CH:19][C:18]=1B(O)O)[C:10]1[CH:15]=[CH:14][CH:13]=[CH:12][CH:11]=1.C(COC)OC.C([O-])(O)=O.[Na+]. The catalyst is Cl[Pd](Cl)([P](C1C=CC=CC=1)(C1C=CC=CC=1)C1C=CC=CC=1)[P](C1C=CC=CC=1)(C1C=CC=CC=1)C1C=CC=CC=1.O. The product is [Cl:1][C:2]1[CH:7]=[C:6]([C:18]2[CH:19]=[CH:20][CH:21]=[CH:22][C:17]=2[O:16][CH2:9][C:10]2[CH:11]=[CH:12][CH:13]=[CH:14][CH:15]=2)[N:5]=[CH:4][N:3]=1. The yield is 0.800. (6) The yield is 0.920. The product is [N:12]1[CH:17]=[CH:16][N:15]=[CH:14][C:13]=1[C:18]([NH2:3])=[O:20]. The catalyst is C1COCC1. The reactants are CC[N:3](C1C=CC=CC=1)CC.[N:12]1[CH:17]=[CH:16][N:15]=[CH:14][C:13]=1[C:18]([OH:20])=O.Cl.CN(C)CCCN=C=NCC.ON1C2C=CC=CC=2N=N1. (7) The reactants are [C:1](=[O:4])([OH:3])[O-].[Na+].Cl.[NH2:7][OH:8].[C:9]1([O:15][C:16](Cl)=[O:17])[CH:14]=[CH:13][CH:12]=[CH:11][CH:10]=1. The catalyst is O. The product is [O:3]([C:1]([NH:7][O:8][C:16]([O:15][C:9]1[CH:14]=[CH:13][CH:12]=[CH:11][CH:10]=1)=[O:17])=[O:4])[C:9]1[CH:14]=[CH:13][CH:12]=[CH:11][CH:10]=1. The yield is 0.680.